The task is: Binary Classification. Given a drug SMILES string, predict its activity (active/inactive) in a high-throughput screening assay against a specified biological target.. This data is from Orexin1 receptor HTS with 218,158 compounds and 233 confirmed actives. (1) The drug is S(=O)(=O)(Nc1c(CNc2nc(ccc2)C)cccc1)c1ccc(cc1)C. The result is 0 (inactive). (2) The compound is S(=O)(=O)(N1CCN(C(=O)CN2C(=O)C3(NC2=O)CCC(CC3)C)CC1)c1cc2c(CCC2)cc1. The result is 0 (inactive). (3) The compound is S(=O)(=O)(N(Cc1ccc(cc1)C(=O)Nc1c(cccc1)C)c1ccccc1)c1ccccc1. The result is 0 (inactive).